Dataset: Forward reaction prediction with 1.9M reactions from USPTO patents (1976-2016). Task: Predict the product of the given reaction. Given the reactants [Cl:1][C:2]1[C:3]([C:17](Cl)=[O:18])=[N:4][O:5][C:6]=1[C:7]1[CH:12]=[CH:11][C:10]([C:13]([F:16])([F:15])[F:14])=[CH:9][CH:8]=1.[NH2:20][C:21]1[CH:22]=[C:23]([OH:27])[CH:24]=[CH:25][CH:26]=1.C(=O)([O-])[O-].[K+].[K+], predict the reaction product. The product is: [Cl:1][C:2]1[C:3]([C:17]([NH:20][C:21]2[CH:26]=[CH:25][CH:24]=[C:23]([OH:27])[CH:22]=2)=[O:18])=[N:4][O:5][C:6]=1[C:7]1[CH:12]=[CH:11][C:10]([C:13]([F:16])([F:15])[F:14])=[CH:9][CH:8]=1.